This data is from Catalyst prediction with 721,799 reactions and 888 catalyst types from USPTO. The task is: Predict which catalyst facilitates the given reaction. Reactant: Br[C:2]1[CH:7]=[CH:6][C:5]([C:8]([CH3:17])([CH3:16])[C:9]([NH:11][CH2:12][CH:13]([CH3:15])[CH3:14])=[O:10])=[CH:4][CH:3]=1.[NH:18]1[CH:22]=[CH:21][CH:20]=[CH:19]1.C([O-])([O-])=O.[K+].[K+]. Product: [N:18]1([C:2]2[CH:7]=[CH:6][C:5]([C:8]([CH3:17])([CH3:16])[C:9]([NH:11][CH2:12][CH:13]([CH3:15])[CH3:14])=[O:10])=[CH:4][CH:3]=2)[CH:22]=[CH:21][CH:20]=[CH:19]1. The catalyst class is: 122.